From a dataset of Full USPTO retrosynthesis dataset with 1.9M reactions from patents (1976-2016). Predict the reactants needed to synthesize the given product. (1) Given the product [CH3:5][S:6]([C:8]1[CH:13]=[CH:12][C:11]([N:14]2[C:18]3[CH:19]=[C:20]([C:23]4[O:24][CH:1]=[N:26][N:25]=4)[CH:21]=[CH:22][C:17]=3[N:16]=[CH:15]2)=[CH:10][CH:9]=1)=[O:7], predict the reactants needed to synthesize it. The reactants are: [C:1](O)(=O)C.[CH3:5][S:6]([C:8]1[CH:13]=[CH:12][C:11]([N:14]2[C:18]3[CH:19]=[C:20]([C:23]([NH:25][NH2:26])=[O:24])[CH:21]=[CH:22][C:17]=3[N:16]=[CH:15]2)=[CH:10][CH:9]=1)=[O:7].CN(C)C=O.C1(C)C=CC(S(Cl)(=O)=O)=CC=1. (2) The reactants are: C([O:3][C:4]([C@@H:6]1[C@@H:8]([C:9](=[O:31])[NH:10][CH:11]([CH2:25][C:26]2[N:27]=[CH:28][NH:29][CH:30]=2)[C:12]([NH:14][C:15]2[S:16][C:17]3[CH:23]=[C:22]([F:24])[CH:21]=[CH:20][C:18]=3[N:19]=2)=[O:13])[O:7]1)=[O:5])C.[Li+].[OH-]. Given the product [F:24][C:22]1[CH:21]=[CH:20][C:18]2[N:19]=[C:15]([NH:14][C:12](=[O:13])[C@@H:11]([NH:10][C:9]([C@H:8]3[O:7][C@@H:6]3[C:4]([OH:5])=[O:3])=[O:31])[CH2:25][C:26]3[N:27]=[CH:28][NH:29][CH:30]=3)[S:16][C:17]=2[CH:23]=1, predict the reactants needed to synthesize it. (3) Given the product [C:11]([C:13]1[CH:14]=[CH:15][C:16]([C:19]2[NH:20][C:21]3[CH:27]=[C:26]([C:28]([NH:1][C:2]4[CH:10]=[CH:9][C:5]5[NH:6][C:7]([C:16]6[CH:17]=[CH:18][C:13]([C:11]#[N:12])=[CH:14][CH:15]=6)=[N:8][C:4]=5[CH:3]=4)=[O:30])[CH:25]=[CH:24][C:22]=3[N:23]=2)=[CH:17][CH:18]=1)#[N:12], predict the reactants needed to synthesize it. The reactants are: [NH2:1][C:2]1[CH:10]=[CH:9][C:5]2[N:6]=[CH:7][NH:8][C:4]=2[CH:3]=1.[C:11]([C:13]1[CH:18]=[CH:17][C:16]([C:19]2[NH:20][C:21]3[CH:27]=[C:26]([C:28]([O-:30])=O)[CH:25]=[CH:24][C:22]=3[N:23]=2)=[CH:15][CH:14]=1)#[N:12]. (4) Given the product [Cl:1][C:2]1[CH:7]=[CH:6][N:5]2[C:8]([C:11]3[CH:12]=[C:13]([NH:14][C:40]([NH:41][CH2:46][C:45]([F:49])([F:48])[F:44])=[O:43])[CH:15]=[CH:16][CH:17]=3)=[CH:9][N:10]=[C:4]2[CH:3]=1, predict the reactants needed to synthesize it. The reactants are: [Cl:1][C:2]1[CH:7]=[CH:6][N:5]2[C:8]([C:11]3[CH:12]=[C:13]([CH:15]=[CH:16][CH:17]=3)[NH2:14])=[CH:9][N:10]=[C:4]2[CH:3]=1.C(Cl)(=O)OC1C=CC([N+]([O-])=O)=CC=1.CCN(C(C)C)C(C)C.[C:40](=[O:43])([O-])[NH2:41].[F:44][C:45]([F:49])([F:48])[CH2:46]N. (5) Given the product [CH3:1][O:2][CH2:3][C:4]1[CH:5]=[C:6]([CH:9]=[C:10]([B:12]2[O:16][C:15]([CH3:18])([CH3:17])[C:14]([CH3:20])([CH3:19])[O:13]2)[CH:11]=1)[C:7]#[N:8], predict the reactants needed to synthesize it. The reactants are: [CH3:1][O:2][CH2:3][C:4]1[CH:5]=[C:6]([CH:9]=[CH:10][CH:11]=1)[C:7]#[N:8].[B:12]1([B:12]2[O:16][C:15]([CH3:18])([CH3:17])[C:14]([CH3:20])([CH3:19])[O:13]2)[O:16][C:15]([CH3:18])([CH3:17])[C:14]([CH3:20])([CH3:19])[O:13]1. (6) Given the product [Cl:1][C:2]1[CH:31]=[CH:30][C:5]([CH2:6][NH:7][C:8]([C:10]2[C:19](=[O:20])[C:18]3[C:13](=[C:14]([C:35]#[C:34][CH2:33][CH2:32][OH:36])[CH:15]=[C:16]([CH2:21][CH:22]4[CH2:27][CH2:26][O:25][CH2:24][CH2:23]4)[CH:17]=3)[N:12]([CH3:29])[CH:11]=2)=[O:9])=[CH:4][CH:3]=1, predict the reactants needed to synthesize it. The reactants are: [Cl:1][C:2]1[CH:31]=[CH:30][C:5]([CH2:6][NH:7][C:8]([C:10]2[C:19](=[O:20])[C:18]3[C:13](=[C:14](I)[CH:15]=[C:16]([CH2:21][CH:22]4[CH2:27][CH2:26][O:25][CH2:24][CH2:23]4)[CH:17]=3)[N:12]([CH3:29])[CH:11]=2)=[O:9])=[CH:4][CH:3]=1.[CH2:32]([OH:36])[CH2:33][C:34]#[CH:35]. (7) Given the product [Cl:32][C:33]1[CH:38]=[CH:37][C:36]([CH2:39][O:40][C:2]2[CH:7]=[C:6]([F:8])[CH:5]=[CH:4][C:3]=2[C:9]2[N:14]=[CH:13][N:12]=[C:11]([NH:15][C:16]3[CH:31]=[CH:30][CH:29]=[C:18]([CH2:19][S:20]([CH3:22])(=[NH:23])=[O:21])[CH:17]=3)[N:10]=2)=[CH:35][CH:34]=1, predict the reactants needed to synthesize it. The reactants are: F[C:2]1[CH:7]=[C:6]([F:8])[CH:5]=[CH:4][C:3]=1[C:9]1[N:14]=[CH:13][N:12]=[C:11]([NH:15][C:16]2[CH:17]=[C:18]([CH:29]=[CH:30][CH:31]=2)[CH2:19][S:20](=[N:23]C(=O)OCC)([CH3:22])=[O:21])[N:10]=1.[Cl:32][C:33]1[CH:38]=[CH:37][C:36]([CH2:39][OH:40])=[CH:35][CH:34]=1.